From a dataset of Full USPTO retrosynthesis dataset with 1.9M reactions from patents (1976-2016). Predict the reactants needed to synthesize the given product. (1) Given the product [CH:1]([N:4]([CH2:9][C:10]1[CH:11]=[CH:12][C:13]([CH2:16][CH2:17][NH:18][C:19]([C:21]2[CH:26]=[CH:25][C:24]([C:27]3[CH:28]=[CH:29][C:30]([Cl:33])=[CH:31][CH:32]=3)=[CH:23][CH:22]=2)=[O:20])=[CH:14][CH:15]=1)[CH:5]([CH3:7])[CH3:6])([CH3:3])[CH3:2], predict the reactants needed to synthesize it. The reactants are: [CH:1]([NH:4][CH:5]([CH3:7])[CH3:6])([CH3:3])[CH3:2].Br[CH2:9][C:10]1[CH:15]=[CH:14][C:13]([CH2:16][CH2:17][NH:18][C:19]([C:21]2[CH:26]=[CH:25][C:24]([C:27]3[CH:32]=[CH:31][C:30]([Cl:33])=[CH:29][CH:28]=3)=[CH:23][CH:22]=2)=[O:20])=[CH:12][CH:11]=1.C([O-])([O-])=O.[K+].[K+]. (2) The reactants are: FC1C=CC=C(F)C=1C=O.[F:11][C:12]1[CH:17]=[CH:16][CH:15]=[C:14]([F:18])[C:13]=1[C@H:19]1[CH2:21][C@H:20]1[NH2:22].[N-:23]=[C:24]=[S:25].N[C:27]1[CH:32]=[CH:31][C:30]([C:33]#[N:34])=[CH:29][N:28]=1. Given the product [F:11][C:12]1[CH:17]=[CH:16][CH:15]=[C:14]([F:18])[C:13]=1[C@H:19]1[CH2:21][C@H:20]1[NH:22][C:24]([NH:23][C:27]1[CH:32]=[CH:31][C:30]([C:33]#[N:34])=[CH:29][N:28]=1)=[S:25], predict the reactants needed to synthesize it. (3) The reactants are: [F:1][C:2]1[CH:7]=[C:6]([CH:8]([CH3:12])[C:9]([OH:11])=O)[CH:5]=[CH:4][C:3]=1[C:13]1[CH:18]=[CH:17][CH:16]=[CH:15][CH:14]=1.[CH3:19][O:20][CH2:21][CH2:22][NH2:23]. Given the product [F:1][C:2]1[CH:7]=[C:6]([CH:8]([CH3:12])[C:9]([NH:23][CH2:22][CH2:21][O:20][CH3:19])=[O:11])[CH:5]=[CH:4][C:3]=1[C:13]1[CH:18]=[CH:17][CH:16]=[CH:15][CH:14]=1, predict the reactants needed to synthesize it. (4) Given the product [NH2:26][C:25](=[S:24])[NH:28][C:16]([C:6]1[N:5]([CH2:4][C:3]([O:2][CH3:1])=[O:19])[C:13]2[C:8]([C:7]=1[CH3:15])=[CH:9][C:10]([CH3:14])=[CH:11][CH:12]=2)=[O:17], predict the reactants needed to synthesize it. The reactants are: [CH3:1][O:2][C:3](=[O:19])[CH2:4][N:5]1[C:13]2[C:8](=[CH:9][C:10]([CH3:14])=[CH:11][CH:12]=2)[C:7]([CH3:15])=[C:6]1[C:16](O)=[O:17].S(Cl)(Cl)=O.[S-:24][C:25]#[N:26].[K+].[NH3:28]. (5) Given the product [C:38]([C:42]1[CH:50]=[CH:49][C:45]([C:6]([NH:7][CH2:8][C:9]2[CH:10]=[CH:11][C:12]([C:15]3[C:16]4[CH:23]=[C:22]([C:24]5[CH:25]=[N:26][N:27]([CH3:29])[CH:28]=5)[NH:21][C:17]=4[N:18]=[CH:19][N:20]=3)=[CH:13][CH:14]=2)=[O:5])=[CH:44][CH:43]=1)([CH3:41])([CH3:40])[CH3:39], predict the reactants needed to synthesize it. The reactants are: C([O:5][C:6](=O)[NH:7][CH2:8][C:9]1[CH:14]=[CH:13][C:12]([C:15]2[C:16]3[CH:23]=[C:22]([C:24]4[CH:25]=[N:26][N:27]([CH3:29])[CH:28]=4)[NH:21][C:17]=3[N:18]=[CH:19][N:20]=2)=[CH:11][CH:10]=1)(C)(C)C.C(O)(C(F)(F)F)=O.[C:38]([C:42]1[CH:50]=[CH:49][C:45](C(O)=O)=[CH:44][CH:43]=1)([CH3:41])([CH3:40])[CH3:39].CCN(C(C)C)C(C)C.CN(C(ON1N=NC2C=CC=NC1=2)=[N+](C)C)C.F[P-](F)(F)(F)(F)F. (6) Given the product [OH:1][C:2]1[C:11]2[C:6](=[CH:7][CH:8]=[C:9]([B:24]3[O:28][C:27]([CH3:30])([CH3:29])[C:26]([CH3:32])([CH3:31])[O:25]3)[CH:10]=2)[N:5]([CH3:13])[C:4](=[O:14])[C:3]=1[C:15]([NH:17][CH2:18][C:19]([O:21][CH2:22][CH3:23])=[O:20])=[O:16], predict the reactants needed to synthesize it. The reactants are: [OH:1][C:2]1[C:11]2[C:6](=[CH:7][CH:8]=[C:9](I)[CH:10]=2)[N:5]([CH3:13])[C:4](=[O:14])[C:3]=1[C:15]([NH:17][CH2:18][C:19]([O:21][CH2:22][CH3:23])=[O:20])=[O:16].[B:24]1([B:24]2[O:28][C:27]([CH3:30])([CH3:29])[C:26]([CH3:32])([CH3:31])[O:25]2)[O:28][C:27]([CH3:30])([CH3:29])[C:26]([CH3:32])([CH3:31])[O:25]1.C(O)(=O)C.[K]. (7) Given the product [CH:1]12[CH2:10][CH:5]3[CH2:6][CH:7]([CH2:9][CH:3]([CH2:4]3)[CH:2]1[O:11][CH2:12][C:13]1[C:25]([CH:28]3[CH2:30][CH2:29]3)=[CH:24][C:16]([C:17]([NH:19][S:20]([CH3:23])(=[O:22])=[O:21])=[O:18])=[C:15]([F:27])[CH:14]=1)[CH2:8]2, predict the reactants needed to synthesize it. The reactants are: [CH:1]12[CH2:10][CH:5]3[CH2:6][CH:7]([CH2:9][CH:3]([CH2:4]3)[CH:2]1[O:11][CH2:12][C:13]1[C:25](Cl)=[CH:24][C:16]([C:17]([NH:19][S:20]([CH3:23])(=[O:22])=[O:21])=[O:18])=[C:15]([F:27])[CH:14]=1)[CH2:8]2.[CH:28]1(B(O)O)[CH2:30][CH2:29]1.P([O-])([O-])([O-])=O.[K+].[K+].[K+].F[B-](F)(F)F.C1(P(C2CCCCC2)C2CCCCC2)CCCCC1.Cl.